From a dataset of CYP1A2 inhibition data for predicting drug metabolism from PubChem BioAssay. Regression/Classification. Given a drug SMILES string, predict its absorption, distribution, metabolism, or excretion properties. Task type varies by dataset: regression for continuous measurements (e.g., permeability, clearance, half-life) or binary classification for categorical outcomes (e.g., BBB penetration, CYP inhibition). Dataset: cyp1a2_veith. (1) The compound is Nc1ncnc2c1ncn2[C@@H]1O[C@@H](COP(=O)(O)CP(=O)(O)OP(=O)([O-])[O-])[C@H](O)[C@@H]1O.[Li+].[Li+]. The result is 0 (non-inhibitor). (2) The molecule is O.O.O.O=C(O)[C@H]1O[Sb]O[C@@H](C(=O)O)C1O. The result is 0 (non-inhibitor).